This data is from Reaction yield outcomes from USPTO patents with 853,638 reactions. The task is: Predict the reaction yield, written as a fraction of the theoretical maximum amount of product (1.0 means a 100% yield; for example, 0.34 means a 34% yield). The reactants are CC1(C)C(C)(C)OB([C:9]2[CH:18]=[CH:17][C:12]([C:13]([O:15][CH3:16])=[O:14])=[CH:11][CH:10]=2)O1.Br[C:21]1[N:25]=[CH:24][N:23]([C:26]2[CH:31]=[CH:30][C:29]([O:32][C:33]([F:39])([F:38])[C:34]([F:37])([F:36])[F:35])=[CH:28][CH:27]=2)[N:22]=1.C([O-])(O)=O.[Na+].O1CCOCC1. The catalyst is C1C=CC([P]([Pd]([P](C2C=CC=CC=2)(C2C=CC=CC=2)C2C=CC=CC=2)([P](C2C=CC=CC=2)(C2C=CC=CC=2)C2C=CC=CC=2)[P](C2C=CC=CC=2)(C2C=CC=CC=2)C2C=CC=CC=2)(C2C=CC=CC=2)C2C=CC=CC=2)=CC=1.O. The product is [F:39][C:33]([F:38])([O:32][C:29]1[CH:30]=[CH:31][C:26]([N:23]2[CH:24]=[N:25][C:21]([C:9]3[CH:10]=[CH:11][C:12]([C:13]([O:15][CH3:16])=[O:14])=[CH:17][CH:18]=3)=[N:22]2)=[CH:27][CH:28]=1)[C:34]([F:37])([F:36])[F:35]. The yield is 0.620.